Dataset: Reaction yield outcomes from USPTO patents with 853,638 reactions. Task: Predict the reaction yield, written as a fraction of the theoretical maximum amount of product (1.0 means a 100% yield; for example, 0.34 means a 34% yield). (1) The reactants are [Li]CCCC.[CH3:6][O:7][C:8]1[CH:17]=[CH:16][C:15]2[C:10](=[CH:11][CH:12]=[C:13](Br)[CH:14]=2)[CH:9]=1.[CH3:19][C:20](=[O:25])[CH2:21][CH2:22][CH2:23][CH3:24]. The catalyst is C1COCC1. The product is [CH3:6][O:7][C:8]1[CH:17]=[CH:16][C:15]2[C:10](=[CH:11][CH:12]=[C:13]([C:20]([OH:25])([CH3:19])[CH2:21][CH2:22][CH2:23][CH3:24])[CH:14]=2)[CH:9]=1. The yield is 0.790. (2) The reactants are Br[C:2]1[CH:3]=[C:4]([OH:8])[CH:5]=[CH:6][CH:7]=1.C(B(CC)[C:12]1[CH:13]=[N:14][CH:15]=[CH:16][CH:17]=1)C.C(=O)([O-])[O-].[Na+].[Na+]. The catalyst is C1COCC1.O.C(O)C.O.C1C=CC([P]([Pd]([P](C2C=CC=CC=2)(C2C=CC=CC=2)C2C=CC=CC=2)([P](C2C=CC=CC=2)(C2C=CC=CC=2)C2C=CC=CC=2)[P](C2C=CC=CC=2)(C2C=CC=CC=2)C2C=CC=CC=2)(C2C=CC=CC=2)C2C=CC=CC=2)=CC=1. The product is [OH:8][C:4]1[CH:3]=[C:2]([C:12]2[CH:13]=[N:14][CH:15]=[CH:16][CH:17]=2)[CH:7]=[CH:6][CH:5]=1. The yield is 0.880.